Dataset: Full USPTO retrosynthesis dataset with 1.9M reactions from patents (1976-2016). Task: Predict the reactants needed to synthesize the given product. (1) Given the product [C:7]1([C:13]2([CH3:14])[CH2:15][CH:17]([C:22](=[O:5])[CH:21]=[CH:20][CH2:19][CH3:18])[CH2:25][CH2:24][CH2:23]2)[CH:8]=[CH:9][CH:10]=[CH:11][CH:12]=1, predict the reactants needed to synthesize it. The reactants are: CC([O-:5])(C)C.[K+].[C:7]1([CH:13]([C:15]([CH:17]2[CH2:22][CH2:21][CH2:20][CH2:19][CH2:18]2)=O)[CH3:14])[CH:12]=[CH:11][CH:10]=[CH:9][CH:8]=1.[CH2:23](Br)[CH:24]=[CH2:25]. (2) The reactants are: [CH3:1][C:2]1[CH:8]=[CH:7][C:5]([NH2:6])=[CH:4][C:3]=1[N:9]1[C:16]2[N:12]([N:13]=[C:14]([C:17]3[CH:18]=[N:19][CH:20]=[CH:21][CH:22]=3)[CH:15]=2)[CH:11]=[CH:10]1.FC(F)(F)C(O)=O.[C:30]([C:34]1[CH:35]=[C:36]([CH:40]=[C:41]([CH2:43][N:44]2[CH2:48][CH2:47][CH2:46][CH2:45]2)[CH:42]=1)[C:37](O)=[O:38])([CH3:33])([CH3:32])[CH3:31]. Given the product [C:30]([C:34]1[CH:35]=[C:36]([CH:40]=[C:41]([CH2:43][N:44]2[CH2:45][CH2:46][CH2:47][CH2:48]2)[CH:42]=1)[C:37]([NH:6][C:5]1[CH:7]=[CH:8][C:2]([CH3:1])=[C:3]([N:9]2[C:16]3[N:12]([N:13]=[C:14]([C:17]4[CH:18]=[N:19][CH:20]=[CH:21][CH:22]=4)[CH:15]=3)[CH:11]=[CH:10]2)[CH:4]=1)=[O:38])([CH3:33])([CH3:31])[CH3:32], predict the reactants needed to synthesize it.